Dataset: TCR-epitope binding with 47,182 pairs between 192 epitopes and 23,139 TCRs. Task: Binary Classification. Given a T-cell receptor sequence (or CDR3 region) and an epitope sequence, predict whether binding occurs between them. (1) The epitope is IQYIDIGNY. The TCR CDR3 sequence is CATRDLNTGELFF. Result: 0 (the TCR does not bind to the epitope). (2) The epitope is KPLEFGATSAAL. The TCR CDR3 sequence is CASSVPTGRGYTF. Result: 0 (the TCR does not bind to the epitope).